This data is from CYP2C9 inhibition data for predicting drug metabolism from PubChem BioAssay. The task is: Regression/Classification. Given a drug SMILES string, predict its absorption, distribution, metabolism, or excretion properties. Task type varies by dataset: regression for continuous measurements (e.g., permeability, clearance, half-life) or binary classification for categorical outcomes (e.g., BBB penetration, CYP inhibition). Dataset: cyp2c9_veith. (1) The drug is Cc1ccc(NC(=O)Cn2nc([N+](=O)[O-])c(Br)c2C)cc1C. The result is 1 (inhibitor). (2) The compound is CC(C)(CN)CN. The result is 0 (non-inhibitor). (3) The compound is CO/N=C\[C@@H](NS(=O)(=O)c1ccc(C)cc1)[C@H](C)/C=C\CC(=O)OC. The result is 0 (non-inhibitor). (4) The compound is N#CCCn1c(=O)c(CCc2ccccc2)nc2cnc(OCc3ccccc3)nc21. The result is 1 (inhibitor). (5) The compound is O=C(c1ccncc1)N1CCC2(CCCN(C(c3ccccc3)c3ccccc3)C2)CC1. The result is 1 (inhibitor). (6) The molecule is COc1cccc(/C=N/NC(=O)c2c(-c3ccccc3)noc2C)c1. The result is 1 (inhibitor).